Dataset: Forward reaction prediction with 1.9M reactions from USPTO patents (1976-2016). Task: Predict the product of the given reaction. (1) Given the reactants [Cl:1][C:2]1[CH:7]=[CH:6][C:5]([C:8]#[C:9][C:10]2[CH:30]=[CH:29][C:13]([CH2:14][NH:15][C:16]3[CH:28]=[CH:27][C:19]4[O:20][C:21]([CH3:26])([CH3:25])[O:22][C:23](=[O:24])[C:18]=4[CH:17]=3)=[CH:12][CH:11]=2)=[CH:4][CH:3]=1.[CH2:31]([C:38]1[CH:46]=[CH:45][C:41]([C:42](Cl)=[O:43])=[CH:40][CH:39]=1)[CH2:32][CH2:33][CH2:34][CH2:35][CH2:36][CH3:37], predict the reaction product. The product is: [Cl:1][C:2]1[CH:3]=[CH:4][C:5]([C:8]#[C:9][C:10]2[CH:30]=[CH:29][C:13]([CH2:14][N:15]([C:16]3[CH:28]=[CH:27][C:19]4[O:20][C:21]([CH3:26])([CH3:25])[O:22][C:23](=[O:24])[C:18]=4[CH:17]=3)[C:42](=[O:43])[C:41]3[CH:45]=[CH:46][C:38]([CH2:31][CH2:32][CH2:33][CH2:34][CH2:35][CH2:36][CH3:37])=[CH:39][CH:40]=3)=[CH:12][CH:11]=2)=[CH:6][CH:7]=1. (2) Given the reactants [Li+].CCC[CH2-].Br[C:7]1[CH:16]=[C:15]2[C:10]([CH2:11][CH:12]([NH:19][C:20](=[O:26])[O:21][C:22]([CH3:25])([CH3:24])[CH3:23])[C:13](=[O:18])[N:14]2[CH3:17])=[N:9][CH:8]=1.[B:27](OC)([O:30]C)[O:28]C, predict the reaction product. The product is: [CH3:23][C:22]([O:21][C:20]([NH:19][CH:12]1[CH2:11][C:10]2[N:9]=[CH:8][C:7]([B:27]([OH:30])[OH:28])=[CH:16][C:15]=2[N:14]([CH3:17])[C:13]1=[O:18])=[O:26])([CH3:25])[CH3:24]. (3) Given the reactants [Cl:1][C:2]1[CH:19]=[CH:18][C:5]([O:6][CH:7]2[CH2:12][CH2:11][N:10]([C:13](=[O:17])[C:14]([OH:16])=O)[CH2:9][CH2:8]2)=[CH:4][CH:3]=1.[NH2:20][C:21]1[CH:22]=[C:23]2[C:27](=[CH:28][CH:29]=1)[NH:26][C:25](=[O:30])[CH2:24]2, predict the reaction product. The product is: [Cl:1][C:2]1[CH:3]=[CH:4][C:5]([O:6][CH:7]2[CH2:8][CH2:9][N:10]([C:13](=[O:17])[C:14]([NH:20][C:21]3[CH:22]=[C:23]4[C:27](=[CH:28][CH:29]=3)[NH:26][C:25](=[O:30])[CH2:24]4)=[O:16])[CH2:11][CH2:12]2)=[CH:18][CH:19]=1. (4) Given the reactants [CH2:1]([CH:5]([CH2:11][C:12]1[CH:17]=[CH:16][C:15]([O:18][CH2:19][CH2:20][NH:21][C:22]([C:24]2[CH:29]=[CH:28][C:27]([C:30]3[CH:35]=[CH:34][CH:33]=[C:32]([O:36][CH3:37])[CH:31]=3)=[CH:26][CH:25]=2)=[O:23])=[CH:14][CH:13]=1)[C:6]([O:8]CC)=[O:7])[CH2:2][CH2:3][CH3:4].[OH-].[Na+], predict the reaction product. The product is: [CH2:1]([CH:5]([CH2:11][C:12]1[CH:13]=[CH:14][C:15]([O:18][CH2:19][CH2:20][NH:21][C:22]([C:24]2[CH:25]=[CH:26][C:27]([C:30]3[CH:35]=[CH:34][CH:33]=[C:32]([O:36][CH3:37])[CH:31]=3)=[CH:28][CH:29]=2)=[O:23])=[CH:16][CH:17]=1)[C:6]([OH:8])=[O:7])[CH2:2][CH2:3][CH3:4]. (5) Given the reactants [CH3:1][O:2][C:3]1[C:4]([NH2:9])=[CH:5][CH:6]=[CH:7][CH:8]=1.Cl[S:11]([C:14]1[CH:19]=[CH:18][C:17]([CH2:20][C:21]([OH:23])=[O:22])=[CH:16][CH:15]=1)(=[O:13])=[O:12], predict the reaction product. The product is: [CH3:1][O:2][C:3]1[CH:8]=[CH:7][CH:6]=[CH:5][C:4]=1[NH:9][S:11]([C:14]1[CH:15]=[CH:16][C:17]([CH2:20][C:21]([OH:23])=[O:22])=[CH:18][CH:19]=1)(=[O:13])=[O:12]. (6) Given the reactants C([O:4][C:5]1[CH:10]=[CH:9][C:8]([C:11]([N:13]([CH2:15][C@H:16]([C:36]2[CH:41]=[CH:40][C:39]([Cl:42])=[C:38]([Cl:43])[CH:37]=2)[CH2:17][CH2:18][N:19]2[CH2:24][CH2:23][C:22]([C:31]([N:33]([CH3:35])[CH3:34])=[O:32])([N:25]3[CH2:30][CH2:29][CH2:28][CH2:27][CH2:26]3)[CH2:21][CH2:20]2)[CH3:14])=[O:12])=[CH:7][CH:6]=1)(=O)C.[OH-].[K+], predict the reaction product. The product is: [Cl:43][C:38]1[CH:37]=[C:36]([C@@H:16]([CH2:15][N:13]([C:11](=[O:12])[C:8]2[CH:7]=[CH:6][C:5]([OH:4])=[CH:10][CH:9]=2)[CH3:14])[CH2:17][CH2:18][N:19]2[CH2:24][CH2:23][C:22]([C:31]([N:33]([CH3:35])[CH3:34])=[O:32])([N:25]3[CH2:30][CH2:29][CH2:28][CH2:27][CH2:26]3)[CH2:21][CH2:20]2)[CH:41]=[CH:40][C:39]=1[Cl:42].